Dataset: Catalyst prediction with 721,799 reactions and 888 catalyst types from USPTO. Task: Predict which catalyst facilitates the given reaction. (1) Reactant: [NH2:1][C:2]1[CH:15]=[CH:14][C:13]2[N:12]([CH2:16][CH2:17][CH2:18][CH2:19][CH2:20][C:21]([OH:23])=[O:22])[C:11]3[C:6](=[CH:7][CH:8]=[CH:9][CH:10]=3)[C:5](=[O:24])[C:4]=2[CH:3]=1.[C:25](OC(=O)C)(=[O:27])[CH3:26].C(N(C(C)C)CC)(C)C.CCOCC. Product: [C:25]([NH:1][C:2]1[CH:15]=[CH:14][C:13]2[N:12]([CH2:16][CH2:17][CH2:18][CH2:19][CH2:20][C:21]([OH:23])=[O:22])[C:11]3[C:6](=[CH:7][CH:8]=[CH:9][CH:10]=3)[C:5](=[O:24])[C:4]=2[CH:3]=1)(=[O:27])[CH3:26]. The catalyst class is: 17. (2) Reactant: [F:1][C:2]1[CH:15]=[C:14]([O:16]C)[CH:13]=[CH:12][C:3]=1[CH2:4][CH2:5][N:6]1[CH2:10][CH2:9][CH2:8][C@H:7]1[CH3:11].B(Br)(Br)Br. Product: [F:1][C:2]1[CH:15]=[C:14]([OH:16])[CH:13]=[CH:12][C:3]=1[CH2:4][CH2:5][N:6]1[CH2:10][CH2:9][CH2:8][C@H:7]1[CH3:11]. The catalyst class is: 91. (3) The catalyst class is: 155. Reactant: [OH-].[Li+].[CH:3]([O:6][C:7]1[CH:8]=[CH:9][C:10]([C:13]([O:15]C)=[O:14])=[N:11][CH:12]=1)([CH3:5])[CH3:4]. Product: [CH:3]([O:6][C:7]1[CH:8]=[CH:9][C:10]([C:13]([OH:15])=[O:14])=[N:11][CH:12]=1)([CH3:5])[CH3:4]. (4) Reactant: [CH3:1][N:2]([CH2:4][C:5]1[N:6]([C:10]2[CH:11]=[C:12]([NH:20]C(=O)C3C=CC(C)=C(C#C)C=3)[CH:13]=[C:14]([C:16]([F:19])([F:18])[F:17])[CH:15]=2)[CH:7]=[CH:8][N:9]=1)[CH3:3].CN(CC1N(C2C=C(NC(=O)C3C=CC(C)=C(C#C[Si](C)(C)C)C=3)C=C(C(F)(F)F)C=2)C=CN=1)C.CCCC[N+](CCCC)(CCCC)CCCC.[F-]. Product: [CH3:3][N:2]([CH2:4][C:5]1[N:6]([C:10]2[CH:11]=[C:12]([CH:13]=[C:14]([C:16]([F:19])([F:17])[F:18])[CH:15]=2)[NH2:20])[CH:7]=[CH:8][N:9]=1)[CH3:1]. The catalyst class is: 1. (5) Reactant: [NH2:1][C:2]1[N:6]([C:7]2[CH:12]=[CH:11][CH:10]=[CH:9][CH:8]=2)[N:5]=[C:4]([C:13]2[CH:14]=[CH:15][C:16](=[O:20])[N:17]([CH3:19])[CH:18]=2)[C:3]=1[CH3:21].[OH-].[Na+].Cl[C:25]([O:27][C:28]1[CH:33]=[CH:32][CH:31]=[CH:30][CH:29]=1)=[O:26]. Product: [CH3:21][C:3]1[C:4]([C:13]2[CH:14]=[CH:15][C:16](=[O:20])[N:17]([CH3:19])[CH:18]=2)=[N:5][N:6]([C:7]2[CH:8]=[CH:9][CH:10]=[CH:11][CH:12]=2)[C:2]=1[NH:1][C:25](=[O:26])[O:27][C:28]1[CH:33]=[CH:32][CH:31]=[CH:30][CH:29]=1. The catalyst class is: 25. (6) Product: [Br:16][C:12]1[N:11]=[C:10]([N:28]2[C:29]3[CH:17]=[CH:18][CH:19]=[CH:20][C:21]=3[C:22]3[C:27]2=[CH:26][CH:25]=[CH:24][CH:23]=3)[CH:15]=[CH:14][CH:13]=1. Reactant: [C@@H]1(N)CCCC[C@H]1N.Br[C:10]1[CH:15]=[CH:14][CH:13]=[C:12]([Br:16])[N:11]=1.[CH:17]1[C:29]2[NH:28][C:27]3[C:22](=[CH:23][CH:24]=[CH:25][CH:26]=3)[C:21]=2[CH:20]=[CH:19][CH:18]=1.P([O-])([O-])([O-])=O.[K+].[K+].[K+]. The catalyst class is: 321. (7) The catalyst class is: 1. Product: [Cl:36][C:33]1[CH:34]=[CH:35][C:30]([CH2:29][CH:28]([C:37]2([NH:40][C:41](=[O:47])[O:42][C:43]([CH3:45])([CH3:44])[CH3:46])[CH2:39][CH2:38]2)[CH2:27][OH:26])=[CH:31][CH:32]=1. Reactant: CCCC[N+](CCCC)(CCCC)CCCC.[F-].[Si]([O:26][CH2:27][CH:28]([C:37]1([NH:40][C:41](=[O:47])[O:42][C:43]([CH3:46])([CH3:45])[CH3:44])[CH2:39][CH2:38]1)[CH2:29][C:30]1[CH:35]=[CH:34][C:33]([Cl:36])=[CH:32][CH:31]=1)(C(C)(C)C)(C)C.[NH4+].[Cl-]. (8) Reactant: [CH:1]1([N:9]2[CH2:14][CH2:13][CH:12]([N:15]3[C:19]4[CH:20]=[CH:21][CH:22]=[CH:23][C:18]=4[NH:17][C:16]3=[N:24][C:25]#[N:26])[CH2:11][CH2:10]2)[CH2:8][CH2:7][CH2:6][CH2:5][CH2:4][CH2:3][CH2:2]1.C(=O)([O-])[O-].[K+].[K+].Br[CH2:34][C:35]([NH2:37])=[O:36]. Product: [C:25]([N:24]=[C:16]1[N:17]([CH2:34][C:35]([NH2:37])=[O:36])[C:18]2[CH:23]=[CH:22][CH:21]=[CH:20][C:19]=2[N:15]1[CH:12]1[CH2:13][CH2:14][N:9]([CH:1]2[CH2:2][CH2:3][CH2:4][CH2:5][CH2:6][CH2:7][CH2:8]2)[CH2:10][CH2:11]1)#[N:26]. The catalyst class is: 9.